This data is from Full USPTO retrosynthesis dataset with 1.9M reactions from patents (1976-2016). The task is: Predict the reactants needed to synthesize the given product. (1) Given the product [CH3:16][NH:15][CH2:1][C:2]1[CH:3]=[CH:4][C:5]([N+:11]([O-:13])=[O:12])=[C:6]([CH:10]=1)[C:7]([OH:9])=[O:8], predict the reactants needed to synthesize it. The reactants are: [CH3:1][C:2]1[CH:3]=[CH:4][C:5]([N+:11]([O-:13])=[O:12])=[C:6]([CH:10]=1)[C:7]([OH:9])=[O:8].Br[N:15]1C(C)(C)C(=O)N(Br)[C:16]1=O. (2) Given the product [C:18]1([CH2:17][O:16][C:14]([NH:13][CH2:12][CH2:11][CH2:10][CH2:9][C@@H:8]([C:24]([N:26]2[CH2:27][CH2:28][N:29]([C:32]3[CH:33]=[CH:34][N:35]=[CH:36][CH:37]=3)[CH2:30][CH2:31]2)=[O:25])[NH2:7])=[O:15])[CH:19]=[CH:20][CH:21]=[CH:22][CH:23]=1, predict the reactants needed to synthesize it. The reactants are: CC(C)(OC([NH:7][C@H:8]([C:24]([N:26]1[CH2:31][CH2:30][N:29]([C:32]2[CH:37]=[CH:36][N:35]=[CH:34][CH:33]=2)[CH2:28][CH2:27]1)=[O:25])[CH2:9][CH2:10][CH2:11][CH2:12][NH:13][C:14]([O:16][CH2:17][C:18]1[CH:23]=[CH:22][CH:21]=[CH:20][CH:19]=1)=[O:15])=O)C.FC(F)(F)C(O)=O.C(=O)([O-])O.[Na+]. (3) Given the product [CH3:25][O:24][C:21]1[CH:22]=[C:23]2[C:18](=[CH:19][C:20]=1[O:26][CH3:27])[N:17]=[CH:16][CH:15]=[C:14]2[O:13][C:12]1[C:7]([C:34]2[S:35][CH:36]=[CH:37][N:38]=2)=[N:8][C:9]([CH3:28])=[CH:10][CH:11]=1, predict the reactants needed to synthesize it. The reactants are: CN(C)C=O.I[C:7]1[C:12]([O:13][C:14]2[C:23]3[C:18](=[CH:19][C:20]([O:26][CH3:27])=[C:21]([O:24][CH3:25])[CH:22]=3)[N:17]=[CH:16][CH:15]=2)=[CH:11][CH:10]=[C:9]([CH3:28])[N:8]=1.C([Sn](CCCC)(CCCC)[C:34]1[S:35][CH:36]=[CH:37][N:38]=1)CCC.